From a dataset of Forward reaction prediction with 1.9M reactions from USPTO patents (1976-2016). Predict the product of the given reaction. (1) Given the reactants [CH3:1][N:2]1[CH2:7][CH2:6][N:5]([C:8]2[CH:13]=[C:12]([O:14][CH:15]([CH3:17])[CH3:16])[C:11]([N+:18]([O-])=O)=[CH:10][N:9]=2)[CH2:4][CH2:3]1.C([O-])=O.[NH4+], predict the reaction product. The product is: [CH3:1][N:2]1[CH2:7][CH2:6][N:5]([C:8]2[N:9]=[CH:10][C:11]([NH2:18])=[C:12]([O:14][CH:15]([CH3:17])[CH3:16])[CH:13]=2)[CH2:4][CH2:3]1. (2) Given the reactants [OH:1][C:2]1[CH:6]([CH:7]([CH3:9])[CH3:8])[N:5]([CH3:10])[C:4](=[O:11])[CH:3]=1.[CH:12](=O)[C:13]1[CH:18]=[CH:17][CH:16]=[CH:15][CH:14]=1.[F:20][C:21]1[CH:22]=[C:23]2[C:27](=[CH:28][CH:29]=1)[NH:26][CH:25]=[C:24]2[CH3:30], predict the reaction product. The product is: [F:20][C:21]1[CH:22]=[C:23]2[C:27](=[CH:28][CH:29]=1)[NH:26][C:25]([CH:12]([C:13]1[CH:18]=[CH:17][CH:16]=[CH:15][CH:14]=1)[C:3]1[C:4](=[O:11])[N:5]([CH3:10])[CH:6]([CH:7]([CH3:9])[CH3:8])[C:2]=1[OH:1])=[C:24]2[CH3:30]. (3) Given the reactants [Cl:1][C:2]1[CH:7]=[CH:6][C:5]([NH:8][C:9]([NH:11][C:12]2[CH:17]=[CH:16][C:15]([N:18]3[C:26]4[CH:25]=[CH:24][N:23]=[C:22]([C:27]#[N:28])[C:21]=4[N:20]=[CH:19]3)=[CH:14][CH:13]=2)=[O:10])=[CH:4][C:3]=1[C:29]([F:32])([F:31])[F:30].C[O-].[Na+].[CH3:36][NH:37]C, predict the reaction product. The product is: [ClH:1].[Cl:1][C:2]1[CH:7]=[CH:6][C:5]([NH:8][C:9](=[O:10])[NH:11][C:12]2[CH:13]=[CH:14][C:15]([N:18]3[C:26]4[CH:25]=[CH:24][N:23]=[C:22]([C:27]([NH:37][CH3:36])=[NH:28])[C:21]=4[N:20]=[CH:19]3)=[CH:16][CH:17]=2)=[CH:4][C:3]=1[C:29]([F:30])([F:31])[F:32]. (4) Given the reactants [S:1]1[C:5](B(O)O)=[CH:4][C:3]2[CH:9]=[CH:10][CH:11]=[CH:12][C:2]1=2.Cl[C:14]1[CH:15]=[C:16]2[C:21](=[CH:22][C:23]=1[N:24]([CH:26]([CH3:28])[CH3:27])[CH3:25])[CH:20]=[C:19]([C:29]([O:31][CH3:32])=[O:30])[CH:18]=[CH:17]2.[O-]P([O-])([O-])=O.[K+].[K+].[K+], predict the reaction product. The product is: [S:1]1[C:5]([C:14]2[CH:15]=[C:16]3[C:21](=[CH:22][C:23]=2[N:24]([CH:26]([CH3:28])[CH3:27])[CH3:25])[CH:20]=[C:19]([C:29]([O:31][CH3:32])=[O:30])[CH:18]=[CH:17]3)=[CH:4][C:3]2[CH:9]=[CH:10][CH:11]=[CH:12][C:2]1=2.